Dataset: NCI-60 drug combinations with 297,098 pairs across 59 cell lines. Task: Regression. Given two drug SMILES strings and cell line genomic features, predict the synergy score measuring deviation from expected non-interaction effect. (1) Drug 1: CS(=O)(=O)C1=CC(=C(C=C1)C(=O)NC2=CC(=C(C=C2)Cl)C3=CC=CC=N3)Cl. Drug 2: C1=CC(=CC=C1CCC2=CNC3=C2C(=O)NC(=N3)N)C(=O)NC(CCC(=O)O)C(=O)O. Cell line: EKVX. Synergy scores: CSS=10.5, Synergy_ZIP=-2.04, Synergy_Bliss=-2.25, Synergy_Loewe=-4.16, Synergy_HSA=-3.49. (2) Drug 1: CC1=C(C=C(C=C1)NC2=NC=CC(=N2)N(C)C3=CC4=NN(C(=C4C=C3)C)C)S(=O)(=O)N.Cl. Drug 2: C1CCC(C1)C(CC#N)N2C=C(C=N2)C3=C4C=CNC4=NC=N3. Cell line: LOX IMVI. Synergy scores: CSS=9.99, Synergy_ZIP=-3.01, Synergy_Bliss=1.42, Synergy_Loewe=3.65, Synergy_HSA=4.44. (3) Drug 1: C1CCN(CC1)CCOC2=CC=C(C=C2)C(=O)C3=C(SC4=C3C=CC(=C4)O)C5=CC=C(C=C5)O. Drug 2: C1C(C(OC1N2C=NC3=C2NC=NCC3O)CO)O. Cell line: RXF 393. Synergy scores: CSS=9.76, Synergy_ZIP=-4.69, Synergy_Bliss=-1.83, Synergy_Loewe=-1.29, Synergy_HSA=-0.796. (4) Drug 1: CC1=C(C=C(C=C1)NC(=O)C2=CC=C(C=C2)CN3CCN(CC3)C)NC4=NC=CC(=N4)C5=CN=CC=C5. Drug 2: CC12CCC3C(C1CCC2O)C(CC4=C3C=CC(=C4)O)CCCCCCCCCS(=O)CCCC(C(F)(F)F)(F)F. Cell line: HT29. Synergy scores: CSS=8.01, Synergy_ZIP=-1.29, Synergy_Bliss=-0.369, Synergy_Loewe=-3.57, Synergy_HSA=-3.38. (5) Drug 1: CC1C(C(CC(O1)OC2CC(CC3=C2C(=C4C(=C3O)C(=O)C5=C(C4=O)C(=CC=C5)OC)O)(C(=O)C)O)N)O.Cl. Drug 2: CCCCC(=O)OCC(=O)C1(CC(C2=C(C1)C(=C3C(=C2O)C(=O)C4=C(C3=O)C=CC=C4OC)O)OC5CC(C(C(O5)C)O)NC(=O)C(F)(F)F)O. Cell line: M14. Synergy scores: CSS=9.96, Synergy_ZIP=-3.33, Synergy_Bliss=1.16, Synergy_Loewe=1.63, Synergy_HSA=1.24. (6) Drug 1: CCC(=C(C1=CC=CC=C1)C2=CC=C(C=C2)OCCN(C)C)C3=CC=CC=C3.C(C(=O)O)C(CC(=O)O)(C(=O)O)O. Drug 2: CC1CCC2CC(C(=CC=CC=CC(CC(C(=O)C(C(C(=CC(C(=O)CC(OC(=O)C3CCCCN3C(=O)C(=O)C1(O2)O)C(C)CC4CCC(C(C4)OC)OCCO)C)C)O)OC)C)C)C)OC. Cell line: HOP-92. Synergy scores: CSS=2.69, Synergy_ZIP=5.00, Synergy_Bliss=7.80, Synergy_Loewe=3.57, Synergy_HSA=2.82. (7) Drug 1: C1CN1C2=NC(=NC(=N2)N3CC3)N4CC4. Drug 2: CN(CC1=CN=C2C(=N1)C(=NC(=N2)N)N)C3=CC=C(C=C3)C(=O)NC(CCC(=O)O)C(=O)O. Cell line: UACC-257. Synergy scores: CSS=30.9, Synergy_ZIP=-6.17, Synergy_Bliss=-4.29, Synergy_Loewe=-4.85, Synergy_HSA=-2.28. (8) Drug 1: CC1C(C(CC(O1)OC2CC(OC(C2O)C)OC3=CC4=CC5=C(C(=O)C(C(C5)C(C(=O)C(C(C)O)O)OC)OC6CC(C(C(O6)C)O)OC7CC(C(C(O7)C)O)OC8CC(C(C(O8)C)O)(C)O)C(=C4C(=C3C)O)O)O)O. Drug 2: CC12CCC3C(C1CCC2O)C(CC4=C3C=CC(=C4)O)CCCCCCCCCS(=O)CCCC(C(F)(F)F)(F)F. Cell line: NCI-H460. Synergy scores: CSS=26.6, Synergy_ZIP=0.0783, Synergy_Bliss=-2.72, Synergy_Loewe=-3.21, Synergy_HSA=-2.75. (9) Drug 1: C1=CN(C(=O)N=C1N)C2C(C(C(O2)CO)O)O.Cl. Drug 2: CN(C(=O)NC(C=O)C(C(C(CO)O)O)O)N=O. Cell line: SF-539. Synergy scores: CSS=18.3, Synergy_ZIP=-5.43, Synergy_Bliss=3.03, Synergy_Loewe=-9.90, Synergy_HSA=3.96. (10) Drug 1: CCC1=C2CN3C(=CC4=C(C3=O)COC(=O)C4(CC)O)C2=NC5=C1C=C(C=C5)O. Drug 2: C(CC(=O)O)C(=O)CN.Cl. Cell line: A498. Synergy scores: CSS=16.7, Synergy_ZIP=-3.58, Synergy_Bliss=-0.331, Synergy_Loewe=-7.43, Synergy_HSA=0.539.